The task is: Predict the reaction yield, written as a fraction of the theoretical maximum amount of product (1.0 means a 100% yield; for example, 0.34 means a 34% yield).. This data is from Reaction yield outcomes from USPTO patents with 853,638 reactions. (1) The reactants are Cl[CH2:2][C:3]1[CH:8]=[CH:7][CH:6]=[C:5]([F:9])[CH:4]=1.[C:10]([O:14][C:15](=[O:28])[NH:16][CH2:17][CH2:18][C:19]1[CH:24]=[CH:23][C:22]([OH:25])=[C:21]([O:26][CH3:27])[CH:20]=1)([CH3:13])([CH3:12])[CH3:11].C([O-])([O-])=O.[K+].[K+].[I-].[K+]. The catalyst is CN(C)C=O. The product is [C:10]([O:14][C:15](=[O:28])[NH:16][CH2:17][CH2:18][C:19]1[CH:24]=[CH:23][C:22]([O:25][CH2:2][C:3]2[CH:8]=[CH:7][CH:6]=[C:5]([F:9])[CH:4]=2)=[C:21]([O:26][CH3:27])[CH:20]=1)([CH3:12])([CH3:13])[CH3:11]. The yield is 0.740. (2) The reactants are CC1(C)C(C)(C)OB([C:9]2[CH:14]=[CH:13][C:12]([N:15]3[C:27]4[CH:26]=[CH:25][CH:24]=[CH:23][C:22]=4[C:21]4[C:16]3=[CH:17][CH:18]=[CH:19][CH:20]=4)=[CH:11][CH:10]=2)O1.[Br:29][C:30]1[CH:31]=[CH:32][C:33](I)=[N:34][CH:35]=1.C([O-])([O-])=O.[Na+].[Na+].O. The catalyst is C1C=CC([P]([Pd]([P](C2C=CC=CC=2)(C2C=CC=CC=2)C2C=CC=CC=2)([P](C2C=CC=CC=2)(C2C=CC=CC=2)C2C=CC=CC=2)[P](C2C=CC=CC=2)(C2C=CC=CC=2)C2C=CC=CC=2)(C2C=CC=CC=2)C2C=CC=CC=2)=CC=1.CCOC(C)=O.C1COCC1. The product is [Br:29][C:30]1[CH:31]=[CH:32][C:33]([C:9]2[CH:14]=[CH:13][C:12]([N:15]3[C:16]4[CH:17]=[CH:18][CH:19]=[CH:20][C:21]=4[C:22]4[C:27]3=[CH:26][CH:25]=[CH:24][CH:23]=4)=[CH:11][CH:10]=2)=[N:34][CH:35]=1. The yield is 0.900. (3) The reactants are Cl.Cl.[C:3]([C:7]1[O:11][N:10]=[C:9]([NH:12][C:13]([NH:15][C:16]2[CH:21]=[CH:20][CH:19]=[C:18]([O:22][C:23]3[C:32]4[C:27](=[CH:28][C:29]([O:35][C@H:36]5[CH2:40][CH2:39][NH:38][CH2:37]5)=[C:30]([O:33][CH3:34])[CH:31]=4)[N:26]=[CH:25][N:24]=3)[CH:17]=2)=[O:14])[CH:8]=1)([CH3:6])([CH3:5])[CH3:4].C=O.Cl[CH2:44]CCl.[C:47]([O:50][BH-]([O:50][C:47](=[O:49])[CH3:48])[O:50][C:47](=[O:49])[CH3:48])(=[O:49])[CH3:48].[Na+]. The catalyst is O.CN(C)C=O. The product is [C:47]([OH:50])(=[O:49])[CH3:48].[C:3]([C:7]1[O:11][N:10]=[C:9]([NH:12][C:13]([NH:15][C:16]2[CH:21]=[CH:20][CH:19]=[C:18]([O:22][C:23]3[C:32]4[C:27](=[CH:28][C:29]([O:35][C@H:36]5[CH2:40][CH2:39][N:38]([CH3:44])[CH2:37]5)=[C:30]([O:33][CH3:34])[CH:31]=4)[N:26]=[CH:25][N:24]=3)[CH:17]=2)=[O:14])[CH:8]=1)([CH3:6])([CH3:4])[CH3:5]. The yield is 0.250.